From a dataset of Catalyst prediction with 721,799 reactions and 888 catalyst types from USPTO. Predict which catalyst facilitates the given reaction. Reactant: [CH3:1][N:2]1[C:6](=[O:7])[C:5]([CH3:9])([CH3:8])[NH:4][C:3]1=[O:10].C(O[I:15](C1C=CC=CC=1)OC(=O)C)(=O)C.II. Product: [I:15][N:4]1[C:5]([CH3:9])([CH3:8])[C:6](=[O:7])[N:2]([CH3:1])[C:3]1=[O:10]. The catalyst class is: 244.